Predict the reactants needed to synthesize the given product. From a dataset of Full USPTO retrosynthesis dataset with 1.9M reactions from patents (1976-2016). (1) The reactants are: [CH:1]1[C:6]([N:7]=[C:8]=[S:9])=[CH:5][C:4]2[C:10]([O:12][C:13]3([C:23]4[CH:24]=[CH:25][C:26]([OH:28])=[CH:27][C:22]=4[O:21][C:15]4[CH:16]=[C:17]([OH:20])[CH:18]=[CH:19][C:14]3=4)[C:3]=2[CH:2]=1)=[O:11].[SiH4:29].CCNC1C=C2OC3C(C=C(C)/C(/C=3)=N/CC)=C(C3C=CC=CC=3C([O:60][CH2:61][CH3:62])=O)C2=CC=1C.CCN(C1C=CC2C(C3C=CC=CC=3[C:93]([CH3:95])=[O:94])=C3C(=CC(C=C3)=[N+](CC)CC)OC=2C=1)CC.N.[CH2:97]([OH:99])[CH3:98]. Given the product [CH:1]1[C:6]([N:7]=[C:8]=[S:9])=[CH:5][C:4]2[C:10]([O:12][C:13]3([C:14]4[CH:19]=[CH:18][C:17]([OH:20])=[CH:16][C:15]=4[O:21][C:22]4[CH:27]=[C:26]([OH:28])[CH:25]=[CH:24][C:23]3=4)[C:3]=2[CH:2]=1)=[O:11].[CH2:97]([O:99][Si:29]([O:28][CH2:26][CH3:27])([O:60][CH2:61][CH3:62])[O:94][CH2:93][CH3:95])[CH3:98], predict the reactants needed to synthesize it. (2) The reactants are: Br[C:2]1[N:3]=[CH:4][C:5]([NH:8][C:9]([CH:11]2[CH2:16][CH2:15][CH2:14][CH2:13][CH2:12]2)=[O:10])=[N:6][CH:7]=1.[NH2:17][NH2:18]. Given the product [NH:17]([C:2]1[N:3]=[CH:4][C:5]([NH:8][C:9]([CH:11]2[CH2:16][CH2:15][CH2:14][CH2:13][CH2:12]2)=[O:10])=[N:6][CH:7]=1)[NH2:18], predict the reactants needed to synthesize it.